Dataset: Full USPTO retrosynthesis dataset with 1.9M reactions from patents (1976-2016). Task: Predict the reactants needed to synthesize the given product. (1) Given the product [N:20]1([CH2:25][CH2:26][CH2:27][CH2:28][C:29]2[N:34]=[CH:33][C:32]([O:35][CH2:2][C:3]3[N:4]=[C:5]([CH:8]=[CH:9][C:10]4[CH:15]=[CH:14][C:13]([C:16]([F:19])([F:18])[F:17])=[CH:12][CH:11]=4)[O:6][CH:7]=3)=[CH:31][N:30]=2)[CH:24]=[CH:23][N:22]=[N:21]1, predict the reactants needed to synthesize it. The reactants are: Cl[CH2:2][C:3]1[N:4]=[C:5]([CH:8]=[CH:9][C:10]2[CH:15]=[CH:14][C:13]([C:16]([F:19])([F:18])[F:17])=[CH:12][CH:11]=2)[O:6][CH:7]=1.[N:20]1([CH2:25][CH2:26][CH2:27][CH2:28][C:29]2[N:34]=[CH:33][C:32]([OH:35])=[CH:31][N:30]=2)[CH:24]=[CH:23][N:22]=[N:21]1.C(=O)([O-])[O-].[Cs+].[Cs+].C(OCC)(=O)C. (2) Given the product [Cl:2][C:3]1[C:8]([Cl:9])=[CH:7][CH:6]=[CH:5][C:4]=1[N:10]1[CH2:15][CH2:14][N:13]([CH2:24][CH2:25][CH2:26][CH2:27][N:28]2[C:37]3[C:32](=[CH:33][CH:34]=[CH:35][CH:36]=3)[CH2:31][CH2:30][C:29]2=[O:38])[CH2:12][CH2:11]1, predict the reactants needed to synthesize it. The reactants are: Cl.[Cl:2][C:3]1[C:8]([Cl:9])=[CH:7][CH:6]=[CH:5][C:4]=1[N:10]1[CH2:15][CH2:14][NH:13][CH2:12][CH2:11]1.N.C(=O)([O-])[O-].[K+].[K+].Br[CH2:24][CH2:25][CH2:26][CH2:27][N:28]1[C:37]2[C:32](=[CH:33][CH:34]=[CH:35][CH:36]=2)[CH2:31][CH2:30][C:29]1=[O:38]. (3) Given the product [F:36][C:37]([F:50])([F:49])[S:38]([O:27][C:4]1[CH:3]=[C:2]([Cl:1])[CH:7]=[CH:6][C:5]=1[S:8]([C:11]1[CH:12]=[CH:13][C:14]([CH2:17][C@H:18]([NH:20][C:21](=[O:26])[C:22]([F:25])([F:24])[F:23])[CH3:19])=[CH:15][CH:16]=1)(=[O:10])=[O:9])(=[O:40])=[O:39], predict the reactants needed to synthesize it. The reactants are: [Cl:1][C:2]1[CH:7]=[CH:6][C:5]([S:8]([C:11]2[CH:16]=[CH:15][C:14]([CH2:17][C@H:18]([NH:20][C:21](=[O:26])[C:22]([F:25])([F:24])[F:23])[CH3:19])=[CH:13][CH:12]=2)(=[O:10])=[O:9])=[C:4]([OH:27])[CH:3]=1.N1C(C)=CC=CC=1C.[F:36][C:37]([F:50])([F:49])[S:38](O[S:38]([C:37]([F:50])([F:49])[F:36])(=[O:40])=[O:39])(=[O:40])=[O:39].Cl. (4) Given the product [CH:71]1[C:70]([C:10]([OH:11])=[O:9])=[CH:75][C:74]2[C:76]3([O:93][C:92](=[O:94])[C:73]=2[CH:72]=1)[C:77]1[CH:78]=[CH:79][C:80]([OH:81])=[CH:82][C:83]=1[O:84][C:85]1[CH:90]=[C:89]([OH:91])[CH:88]=[CH:87][C:86]3=1, predict the reactants needed to synthesize it. The reactants are: CC1C(C)=C([O:9][C:10](CCC(OCCO)=O)=[O:11])C(C)=C2CCC(CCCC(CCCC(CCCC(C)C)C)C)(C)OC=12.CC(CCC[C@H]([C@@H]1[C@]2(C)[C@H]([C@H]3[C@H](CC2)[C@]2(C)C(C[C@H](CC2)O)=CC3)CC1)C)C.[CH:70]1[CH:71]=[CH:72][C:73]([C:92]([OH:94])=[O:93])=[C:74]([C:76]2[C:86]3[CH:87]=[CH:88][C:89]([OH:91])=[CH:90][C:85]=3[O:84][C:83]3[C:77]=2[CH:78]=[CH:79][C:80]([CH:82]=3)=[O:81])[CH:75]=1.C(S)CCCCCCCCCCCCCCCCC.C[C@@H]([C@@H]1[C@@]2(C)[C@@H](O)C[C@@H]3[C@@]4(C)CC[C@@H](O)C[C@H]4C[C@@H](O)[C@H]3[C@@H]2CC1)CCC(NCCS([O-])(=O)=O)=O.[Na+]. (5) Given the product [C:1]([C:3]([C:11]1[S:15][CH:14]=[C:13]([C:16]#[N:17])[CH:12]=1)([CH:8]([CH3:10])[CH3:9])[CH2:4][CH2:5][CH2:6][N:29]1[CH2:28][CH2:27][N:26]([CH2:25][CH2:24][O:23][C:22]2[CH:32]=[CH:33][CH:34]=[C:20]([C:18]#[N:19])[CH:21]=2)[CH2:31][CH2:30]1)#[N:2], predict the reactants needed to synthesize it. The reactants are: [C:1]([C:3]([C:11]1[S:15][CH:14]=[C:13]([C:16]#[N:17])[CH:12]=1)([CH:8]([CH3:10])[CH3:9])[CH2:4][CH2:5][CH2:6]O)#[N:2].[C:18]([C:20]1[CH:21]=[C:22]([CH:32]=[CH:33][CH:34]=1)[O:23][CH2:24][CH2:25][N:26]1[CH2:31][CH2:30][NH:29][CH2:28][CH2:27]1)#[N:19].